Dataset: Forward reaction prediction with 1.9M reactions from USPTO patents (1976-2016). Task: Predict the product of the given reaction. Given the reactants [NH2:1][C:2]1[CH:3]=[C:4]([CH:9]=[CH:10][N:11]=1)[C:5]([O:7][CH3:8])=[O:6].[CH:12]1([C:15](Cl)=[O:16])[CH2:14][CH2:13]1, predict the reaction product. The product is: [CH:12]1([C:15]([NH:1][C:2]2[CH:3]=[C:4]([CH:9]=[CH:10][N:11]=2)[C:5]([O:7][CH3:8])=[O:6])=[O:16])[CH2:14][CH2:13]1.